This data is from Catalyst prediction with 721,799 reactions and 888 catalyst types from USPTO. The task is: Predict which catalyst facilitates the given reaction. (1) Reactant: [C:1]([C:5]1[CH:6]=[C:7]([NH:11][C:12]([NH:14][C:15]2[CH:20]=[CH:19][C:18]([CH2:21][OH:22])=[CH:17][CH:16]=2)=[O:13])[N:8]([CH3:10])[N:9]=1)([CH3:4])([CH3:3])[CH3:2]. Product: [C:1]([C:5]1[CH:6]=[C:7]([NH:11][C:12]([NH:14][C:15]2[CH:16]=[CH:17][C:18]([CH:21]=[O:22])=[CH:19][CH:20]=2)=[O:13])[N:8]([CH3:10])[N:9]=1)([CH3:4])([CH3:2])[CH3:3]. The catalyst class is: 177. (2) Reactant: Br[C:2]1[CH:3]=[N:4][C:5]([O:13][CH2:14][CH2:15][O:16][CH3:17])=[C:6]([CH:12]=1)[C:7]([O:9][CH2:10][CH3:11])=[O:8].[CH2:18]([NH:20][C:21]([NH:23][C:24]1[CH:29]=[C:28]([C:30]2[S:31][CH:32]=[C:33]([C:35]([F:38])([F:37])[F:36])[N:34]=2)[C:27](B2OC(C)(C)C(C)(C)O2)=[CH:26][N:25]=1)=[O:22])[CH3:19].C([O-])([O-])=O.[Cs+].[Cs+]. Product: [CH2:18]([NH:20][C:21](=[O:22])[NH:23][C:24]1[N:25]=[CH:26][C:27]([C:2]2[CH:3]=[N:4][C:5]([O:13][CH2:14][CH2:15][O:16][CH3:17])=[C:6]([C:7]([O:9][CH2:10][CH3:11])=[O:8])[CH:12]=2)=[C:28]([C:30]2[S:31][CH:32]=[C:33]([C:35]([F:38])([F:37])[F:36])[N:34]=2)[CH:29]=1)[CH3:19]. The catalyst class is: 62. (3) Reactant: [Li][CH2:2][CH2:3][CH2:4][CH3:5].[CH:6]([C@H:8]1[CH2:12][CH2:11][C:10](=[O:13])[N:9]1[CH2:14][CH2:15][C:16]1[CH:25]=[CH:24][C:19]([C:20]([O:22][CH3:23])=[O:21])=[CH:18][CH:17]=1)=O.O.[CH2:27]1COCC1. Product: [CH3:5][C:4]([CH3:27])=[CH:3][CH:2]=[CH:6][C@H:8]1[CH2:12][CH2:11][C:10](=[O:13])[N:9]1[CH2:14][CH2:15][C:16]1[CH:25]=[CH:24][C:19]([C:20]([O:22][CH3:23])=[O:21])=[CH:18][CH:17]=1. The catalyst class is: 81. (4) Reactant: Br[C:2]1[CH:3]=[C:4]2[C:9](=[CH:10][CH:11]=1)[C:8](=[O:12])[NH:7][N:6]=[C:5]2[Cl:13].[N:14]1([CH2:20][C:21]2[CH:22]=[C:23]([CH:26]=[CH:27][CH:28]=2)[CH2:24][NH2:25])[CH2:19][CH2:18][CH2:17][CH2:16][CH2:15]1.C1C=CC(P(C2C(C3C(P(C4C=CC=CC=4)C4C=CC=CC=4)=CC=C4C=3C=CC=C4)=C3C(C=CC=C3)=CC=2)C2C=CC=CC=2)=CC=1.CC([O-])(C)C.[Na+]. Product: [Cl:13][C:5]1[C:4]2[C:9](=[CH:10][CH:11]=[C:2]([NH:25][CH2:24][C:23]3[CH:26]=[CH:27][CH:28]=[C:21]([CH2:20][N:14]4[CH2:19][CH2:18][CH2:17][CH2:16][CH2:15]4)[CH:22]=3)[CH:3]=2)[C:8](=[O:12])[NH:7][N:6]=1. The catalyst class is: 686. (5) The catalyst class is: 6. Reactant: [CH3:1][N:2]1[C@@H:19]2[CH2:20][C:7]3[CH:8]=[CH:9][C:10]([O:22][CH3:23])=[C:11]4[O:12][C@H:13]5[C:14]([CH2:16][CH2:17][C@:18]2([OH:21])[C@:5]5([C:6]=34)[CH2:4][CH2:3]1)=[O:15].C(O)C.[ClH:27].CN1[C@@H]2CC3C=CC(OC)=C4OC5C(C=C[C@]2(O)[C@]5(C=34)CC1)=O. Product: [CH3:1][N:2]1[C@@H:19]2[CH2:20][C:7]3[CH:8]=[CH:9][C:10]([O:22][CH3:23])=[C:11]4[O:12][C@H:13]5[C:14]([CH2:16][CH2:17][C@:18]2([OH:21])[C@:5]5([C:6]=34)[CH2:4][CH2:3]1)=[O:15].[ClH:27]. (6) Reactant: C1(C(C2C=CC=CC=2)[N:8]2[CH2:11][CH:10](O)[CH2:9]2)C=CC=CC=1.[C:27](O[C:27]([O:29][C:30]([CH3:33])([CH3:32])[CH3:31])=[O:28])([O:29][C:30]([CH3:33])([CH3:32])[CH3:31])=[O:28].C(OCC)(=[O:36])C. The catalyst class is: 45. Product: [C:30]([O:29][C:27]([N:8]1[CH2:11][CH2:10][CH:9]1[OH:36])=[O:28])([CH3:31])([CH3:32])[CH3:33]. (7) Reactant: [N:1]1[CH:6]=[CH:5][CH:4]=[CH:3][C:2]=1[C:7]1[S:11][C:10]([C:12]2[CH:13]=[N:14][CH:15]=[CH:16][CH:17]=2)=[N:9][CH:8]=1.[Cl:18]N1C(=O)CCC1=O. Product: [Cl:18][C:8]1[N:9]=[C:10]([C:12]2[CH:13]=[N:14][CH:15]=[CH:16][CH:17]=2)[S:11][C:7]=1[C:2]1[CH:3]=[CH:4][CH:5]=[CH:6][N:1]=1. The catalyst class is: 3. (8) Reactant: [CH3:1][O:2][C:3]1[CH:8]=[CH:7][C:6]([N:9]2[CH2:14][CH:13]3[CH2:15][CH2:16][CH:10]2[CH2:11][C:12]3=[O:17])=[CH:5][CH:4]=1.C[Si]([N-][Si](C)(C)C)(C)C.[Na+].ClC1C=CC(N([S:36]([C:39]([F:42])([F:41])[F:40])(=[O:38])=[O:37])[S:36]([C:39]([F:42])([F:41])[F:40])(=[O:38])=[O:37])=NC=1. Product: [F:40][C:39]([F:42])([F:41])[S:36]([O:17][C:12]1[CH:13]2[CH2:15][CH2:16][CH:10]([CH:11]=1)[N:9]([C:6]1[CH:5]=[CH:4][C:3]([O:2][CH3:1])=[CH:8][CH:7]=1)[CH2:14]2)(=[O:38])=[O:37]. The catalyst class is: 1.